Dataset: Forward reaction prediction with 1.9M reactions from USPTO patents (1976-2016). Task: Predict the product of the given reaction. (1) Given the reactants O[CH2:2][C:3]1[N:7]([C:8]2[CH:9]=[C:10]([C:14]3[CH2:20][C:19](=[O:21])[NH:18][C:17]4[CH:22]=[C:23]([C:31]([F:34])([F:33])[F:32])[C:24]([N:26]([CH:28]([CH3:30])[CH3:29])[CH3:27])=[CH:25][C:16]=4[N:15]=3)[CH:11]=[CH:12][CH:13]=2)[N:6]=[N:5][CH:4]=1.S(Cl)(Cl)=O.[Cl-].[NH:40]1[CH2:44][CH2:43][CH2:42][CH2:41]1, predict the reaction product. The product is: [CH:28]([N:26]([CH3:27])[C:24]1[C:23]([C:31]([F:33])([F:34])[F:32])=[CH:22][C:17]2[NH:18][C:19](=[O:21])[CH2:20][C:14]([C:10]3[CH:11]=[CH:12][CH:13]=[C:8]([N:7]4[C:3]([CH2:2][N:40]5[CH2:44][CH2:43][CH2:42][CH2:41]5)=[CH:4][N:5]=[N:6]4)[CH:9]=3)=[N:15][C:16]=2[CH:25]=1)([CH3:30])[CH3:29]. (2) Given the reactants Br[C:2]1[CH:7]=[CH:6][CH:5]=[CH:4][CH:3]=1.[NH:8]1[CH2:12][CH2:11][CH2:10][C:9]1=[O:13].C1C=CC(P(C2C(C3C(P(C4C=CC=CC=4)C4C=CC=CC=4)=CC=C4C=3C=CC=C4)=C3C(C=CC=C3)=CC=2)C2C=CC=CC=2)=CC=1.C([O-])([O-])=O.[Cs+].[Cs+], predict the reaction product. The product is: [C:2]1([N:8]2[CH2:12][CH2:11][CH2:10][C:9]2=[O:13])[CH:7]=[CH:6][CH:5]=[CH:4][CH:3]=1. (3) Given the reactants C[N:2](C)/[CH:3]=[CH:4]/[C:5]([C:7]1[C:12](=[O:13])[CH:11]=[CH:10][N:9]([C:14]2[CH:19]=[CH:18][C:17]([O:20][C:21]([F:24])([F:23])[F:22])=[CH:16][CH:15]=2)[N:8]=1)=O.[CH3:26][S:27]([C:30]1[CH:31]=[C:32]([NH:36]N)[CH:33]=[CH:34][CH:35]=1)(=[O:29])=[O:28], predict the reaction product. The product is: [CH3:26][S:27]([C:30]1[CH:31]=[C:32]([N:36]2[C:5]([C:7]3[C:12](=[O:13])[CH:11]=[CH:10][N:9]([C:14]4[CH:19]=[CH:18][C:17]([O:20][C:21]([F:23])([F:24])[F:22])=[CH:16][CH:15]=4)[N:8]=3)=[CH:4][CH:3]=[N:2]2)[CH:33]=[CH:34][CH:35]=1)(=[O:28])=[O:29]. (4) The product is: [CH3:15][O:1][C:2]1[CH:3]=[C:4]([CH:7]=[CH:8][C:9]=1[N+:10]([O-:12])=[O:11])[CH:5]=[O:6]. Given the reactants [OH:1][C:2]1[CH:3]=[C:4]([CH:7]=[CH:8][C:9]=1[N+:10]([O-:12])=[O:11])[CH:5]=[O:6].IC.[C:15](=O)([O-])[O-].[K+].[K+].O, predict the reaction product. (5) The product is: [Br:22][C:23]1[CH:28]=[CH:27][C:26]([CH2:29][N:8]2[C:9]3[C:4](=[C:3]([CH2:1][CH3:2])[N:12]=[C:11]([CH2:13][CH3:14])[CH:10]=3)[CH:5]=[CH:6][C:7]2=[O:15])=[CH:25][C:24]=1[F:31]. Given the reactants [CH2:1]([C:3]1[N:12]=[C:11]([CH2:13][CH3:14])[CH:10]=[C:9]2[C:4]=1[CH:5]=[CH:6][C:7](=[O:15])[NH:8]2)[CH3:2].C(=O)([O-])[O-].[K+].[K+].[Br:22][C:23]1[CH:28]=[CH:27][C:26]([CH2:29]Br)=[CH:25][C:24]=1[F:31], predict the reaction product.